Dataset: Reaction yield outcomes from USPTO patents with 853,638 reactions. Task: Predict the reaction yield, written as a fraction of the theoretical maximum amount of product (1.0 means a 100% yield; for example, 0.34 means a 34% yield). (1) The reactants are II.[CH3:3][C:4]1([CH3:10])[CH2:8][O:7][C:6](=[O:9])[NH:5]1.C(O[I:15](C1C=CC=CC=1)OC(=O)C)(=O)C. The catalyst is C1C=CC=CC=1. The product is [I:15][N:5]1[C:4]([CH3:10])([CH3:3])[CH2:8][O:7][C:6]1=[O:9]. The yield is 0.750. (2) The reactants are [CH3:1][S:2][C:3]1[C:4]([C:25]2[CH:30]=[CH:29][CH:28]=[CH:27][CH:26]=2)=[N:5][C:6]2[C:11]([C:12]=1[C:13]([NH:15][C@H:16]([C:19]1[CH:24]=[CH:23][CH:22]=[CH:21][CH:20]=1)[CH2:17][CH3:18])=[O:14])=[CH:10][CH:9]=[CH:8][CH:7]=2.CC[OH:33]. The catalyst is O. The product is [CH3:1][S:2]([C:3]1[C:4]([C:25]2[CH:26]=[CH:27][CH:28]=[CH:29][CH:30]=2)=[N:5][C:6]2[C:11]([C:12]=1[C:13]([NH:15][C@H:16]([C:19]1[CH:20]=[CH:21][CH:22]=[CH:23][CH:24]=1)[CH2:17][CH3:18])=[O:14])=[CH:10][CH:9]=[CH:8][CH:7]=2)=[O:33]. The yield is 0.830. (3) The reactants are [N+:1]([C:4]1[CH:9]=[CH:8][C:7]([C:10]2([C:16]#[N:17])[CH2:15][CH2:14][O:13][CH2:12][CH2:11]2)=[CH:6][CH:5]=1)([O-])=O. The catalyst is CO.[Pd]. The product is [NH2:1][C:4]1[CH:9]=[CH:8][C:7]([C:10]2([C:16]#[N:17])[CH2:15][CH2:14][O:13][CH2:12][CH2:11]2)=[CH:6][CH:5]=1. The yield is 1.00. (4) The reactants are Br[C:2]1[C:3]([O:23][CH3:24])=[C:4]([CH:10]([N:12]2[C:16]3=[N:17][CH:18]=[N:19][C:20]([NH2:21])=[C:15]3[C:14]([CH3:22])=[N:13]2)[CH3:11])[CH:5]=[C:6]([Cl:9])[C:7]=1[CH3:8].CC1(C)C(C)(C)OB([C:33]2[CH:34]=[N:35]OC=2)O1.[F-].[K+].ClCCl. The catalyst is CS(C)=O.Cl[Pd]Cl.C1(P(C2C=CC=CC=2)[C-]2C=CC=C2)C=CC=CC=1.[C-]1(P(C2C=CC=CC=2)C2C=CC=CC=2)C=CC=C1.[Fe+2].O. The product is [NH2:21][C:20]1[N:19]=[CH:18][N:17]=[C:16]2[N:12]([CH:10]([C:4]3[C:3]([O:23][CH3:24])=[C:2]([CH2:33][C:34]#[N:35])[C:7]([CH3:8])=[C:6]([Cl:9])[CH:5]=3)[CH3:11])[N:13]=[C:14]([CH3:22])[C:15]=12. The yield is 0.0900.